Dataset: Forward reaction prediction with 1.9M reactions from USPTO patents (1976-2016). Task: Predict the product of the given reaction. (1) Given the reactants Cl.[Cl:2][C:3]1[CH:14]=[CH:13][C:6]([CH2:7][O:8][CH2:9][CH:10]([NH2:12])[CH3:11])=[CH:5][CH:4]=1.C(=O)([O-])[O-].[K+].[K+].[NH2:21][C:22]1[NH:27][C:26](Cl)([CH:28]([CH3:30])[CH3:29])[N:25]=[CH:24][N:23]=1, predict the reaction product. The product is: [NH2:21][C:22]1[N:27]=[C:26]([CH:28]([CH3:30])[CH3:29])[N:25]=[C:24]([NH:12][CH:10]([CH3:11])[CH2:9][O:8][CH2:7][C:6]2[CH:5]=[CH:4][C:3]([Cl:2])=[CH:14][CH:13]=2)[N:23]=1. (2) Given the reactants Cl.[C:2]([O:6][NH2:7])([CH3:5])([CH3:4])[CH3:3].CCN(C(C)C)C(C)C.Cl[C:18](=[O:24])[CH2:19][C:20]([O:22][CH3:23])=[O:21], predict the reaction product. The product is: [C:2]([O:6][NH:7][C:18](=[O:24])[CH2:19][C:20]([O:22][CH3:23])=[O:21])([CH3:5])([CH3:4])[CH3:3]. (3) The product is: [CH2:1]([N:8]1[CH2:13][CH2:12][N:11]([C:17]2[N:16]([CH3:15])[C:22]([CH:25]=[O:26])=[CH:23][N:20]=2)[CH2:10][CH2:9]1)[C:2]1[CH:3]=[CH:4][CH:5]=[CH:6][CH:7]=1. Given the reactants [CH2:1]([N:8]1[CH2:13][CH2:12][NH:11][CH2:10][CH2:9]1)[C:2]1[CH:7]=[CH:6][CH:5]=[CH:4][CH:3]=1.I.[CH3:15][NH:16][C:17](=[NH:20])SC.Br[C:22](=[CH:25][O:26]C(C)C)[CH:23]=O.C([O-])([O-])=O.[K+].[K+].C1OCCOCCOCCOCCOCCOC1, predict the reaction product. (4) Given the reactants [C:1]1([O:7][C:8](=[O:22])[NH:9][C:10]2[S:11][C:12]3[CH:18]=[C:17]([S:19][C:20]#[N:21])[CH:16]=[CH:15][C:13]=3[N:14]=2)[CH:6]=CC=CC=1.[N:23]1(CCN)[CH2:28][CH2:27][O:26][CH2:25][CH2:24]1, predict the reaction product. The product is: [N:23]1([CH2:6][CH2:1][O:7][C:8](=[O:22])[NH:9][C:10]2[S:11][C:12]3[CH:18]=[C:17]([S:19][C:20]#[N:21])[CH:16]=[CH:15][C:13]=3[N:14]=2)[CH2:28][CH2:27][O:26][CH2:25][CH2:24]1.